From a dataset of Full USPTO retrosynthesis dataset with 1.9M reactions from patents (1976-2016). Predict the reactants needed to synthesize the given product. (1) Given the product [CH2:13]([O:12][P:11]([CH2:10][CH2:9][C:8]([C:5]1[CH:6]=[CH:7][C:2]([C:56]([OH:58])=[O:57])=[CH:3][CH:4]=1)=[O:17])([CH3:16])=[O:15])[CH3:14], predict the reactants needed to synthesize it. The reactants are: Br[C:2]1[CH:7]=[CH:6][C:5]([C:8](=[O:17])[CH2:9][CH2:10][P:11]([CH3:16])(=[O:15])[O:12][CH2:13][CH3:14])=[CH:4][CH:3]=1.C1(P(C2C=CC=CC=2)CCCP(C2C=CC=CC=2)C2C=CC=CC=2)C=CC=CC=1.CCN(C(C)C)C(C)C.[C:56]([O-])([OH:58])=[O:57].[Na+]. (2) Given the product [I:1][C:7]1[C:8]2[C:13](=[CH:12][CH:11]=[CH:10][CH:9]=2)[NH:5][N:6]=1, predict the reactants needed to synthesize it. The reactants are: [I:1]I.[OH-].[K+].[NH:5]1[C:13]2[C:8](=[CH:9][CH:10]=[CH:11][CH:12]=2)[CH:7]=[N:6]1.C(OCC)C. (3) Given the product [CH3:1][C:2]1[CH:7]=[CH:6][C:5]([S:8]([O:11][CH2:12][CH:13]2[CH2:17][C:16]3[CH:18]=[CH:19][CH:20]=[C:21]([C:26]4[CH:25]=[C:24]([Cl:23])[CH:29]=[CH:28][C:27]=4[O:33][CH3:34])[C:15]=3[O:14]2)(=[O:10])=[O:9])=[CH:4][CH:3]=1, predict the reactants needed to synthesize it. The reactants are: [CH3:1][C:2]1[CH:7]=[CH:6][C:5]([S:8]([O:11][CH2:12][CH:13]2[CH2:17][C:16]3[CH:18]=[CH:19][CH:20]=[C:21](Br)[C:15]=3[O:14]2)(=[O:10])=[O:9])=[CH:4][CH:3]=1.[Cl:23][C:24]1[CH:25]=[CH:26][C:27]([O:33][CH3:34])=[C:28](B(O)O)[CH:29]=1. (4) Given the product [OH:3][C:4]1[CH:9]=[CH:8][C:7]([C:15]2([CH2:17][C:18]([O:20][CH2:21][CH3:22])=[O:19])[CH2:16][O:13][CH2:14]2)=[CH:6][CH:5]=1, predict the reactants needed to synthesize it. The reactants are: [OH-].[K+].[OH:3][C:4]1[CH:9]=[CH:8][C:7](B(O)O)=[CH:6][CH:5]=1.[O:13]1[CH2:16][C:15](=[CH:17][C:18]([O:20][CH2:21][CH3:22])=[O:19])[CH2:14]1. (5) Given the product [CH3:6][C:2]([C:7]1[CH:12]=[CH:11][CH:10]=[CH:9][CH:8]=1)([CH3:1])[C:3]([NH:17][C:18]1[CH:23]=[CH:22][C:21]([N:24]2[C:30](=[O:31])[CH2:29][C:28](=[O:32])[NH:27][C:26]3[C:33]4[C:38]([CH:39]=[CH:40][C:25]2=3)=[CH:37][CH:36]=[CH:35][CH:34]=4)=[CH:20][CH:19]=1)=[O:5], predict the reactants needed to synthesize it. The reactants are: [CH3:1][C:2]([C:7]1[CH:12]=[CH:11][CH:10]=[CH:9][CH:8]=1)([CH3:6])[C:3]([OH:5])=O.S(Cl)(Cl)=O.[NH2:17][C:18]1[CH:23]=[CH:22][C:21]([N:24]2[C:30](=[O:31])[CH2:29][C:28](=[O:32])[NH:27][C:26]3[C:33]4[C:38]([CH:39]=[CH:40][C:25]2=3)=[CH:37][CH:36]=[CH:35][CH:34]=4)=[CH:20][CH:19]=1. (6) The reactants are: [CH2:1]([O:3][CH:4]([O:7][CH2:8][CH3:9])[CH2:5][NH2:6])[CH3:2].[N:10]1[C:19]2[C:14](=[CH:15][CH:16]=[CH:17][CH:18]=2)[C:13]([CH:20]=O)=[CH:12][CH:11]=1. Given the product [CH2:1]([O:3][CH:4]([O:7][CH2:8][CH3:9])[CH2:5][NH:6][CH2:20][C:13]1[C:14]2[C:19](=[CH:18][CH:17]=[CH:16][CH:15]=2)[N:10]=[CH:11][CH:12]=1)[CH3:2], predict the reactants needed to synthesize it.